From a dataset of Reaction yield outcomes from USPTO patents with 853,638 reactions. Predict the reaction yield, written as a fraction of the theoretical maximum amount of product (1.0 means a 100% yield; for example, 0.34 means a 34% yield). (1) The reactants are [F:1][C:2]1[CH:9]=[C:8]([O:10][CH3:11])[CH:7]=[CH:6][C:3]=1[CH:4]=O.[CH3:12][N:13]1[CH2:18][CH2:17][NH:16][CH2:15][CH2:14]1.C(O[BH-](OC(=O)C)OC(=O)C)(=O)C.[Na+].C([O-])([O-])=O.[Na+].[Na+]. The catalyst is ClC(Cl)C. The product is [F:1][C:2]1[CH:9]=[C:8]([O:10][CH3:11])[CH:7]=[CH:6][C:3]=1[CH2:4][N:16]1[CH2:17][CH2:18][N:13]([CH3:12])[CH2:14][CH2:15]1. The yield is 1.00. (2) The reactants are [NH:1]1[C:5]2=[N:6][CH:7]=[CH:8][CH:9]=[C:4]2[C:3]([C:10]([O:12][CH3:13])=[O:11])=[N:2]1.C([O-])(=O)C.[Na+].[Br:19]Br. The catalyst is C(O)(=O)C.C(OC(C)C)(=O)C. The product is [Br:19][C:8]1[CH:9]=[C:4]2[C:3]([C:10]([O:12][CH3:13])=[O:11])=[N:2][NH:1][C:5]2=[N:6][CH:7]=1. The yield is 0.470.